This data is from Full USPTO retrosynthesis dataset with 1.9M reactions from patents (1976-2016). The task is: Predict the reactants needed to synthesize the given product. (1) Given the product [CH3:23][C:18]1[CH:17]=[C:16]([C:13]2[N:14]=[CH:15][C:10]([NH:9][C:7](=[O:8])[C:6]3[CH:24]=[C:2]([N:28]4[CH2:33][CH2:32][CH2:31][CH2:30][CH2:29]4)[CH:3]=[CH:4][C:5]=3[N+:25]([O-:27])=[O:26])=[N:11][CH:12]=2)[CH:21]=[CH:20][C:19]=1[CH3:22], predict the reactants needed to synthesize it. The reactants are: Cl[C:2]1[CH:3]=[CH:4][C:5]([N+:25]([O-:27])=[O:26])=[C:6]([CH:24]=1)[C:7]([NH:9][C:10]1[CH:15]=[N:14][C:13]([C:16]2[CH:21]=[CH:20][C:19]([CH3:22])=[C:18]([CH3:23])[CH:17]=2)=[CH:12][N:11]=1)=[O:8].[NH:28]1[CH2:33][CH2:32][CH2:31][CH2:30][CH2:29]1.C(=O)([O-])[O-].[K+].[K+]. (2) Given the product [Cl-:1].[CH2:6]([NH:7][C:8]([C:2]1[N:11]=[CH:10][CH:9]=[C:8]2[C:3]=1[CH:4]=[C:5]([C:27]1[CH:28]=[CH:29][CH:30]=[CH:31][CH:32]=1)[C:6]([C:12]1[CH:26]=[CH:25][C:15]([CH2:16][NH3+:17])=[CH:14][CH:13]=1)=[N:7]2)=[O:33])[C:12]1[CH:26]=[CH:25][CH:15]=[CH:14][CH:13]=1, predict the reactants needed to synthesize it. The reactants are: [Cl:1][C:2]1[N:11]=[CH:10][CH:9]=[C:8]2[C:3]=1[CH:4]=[C:5]([C:27]1[CH:32]=[CH:31][CH:30]=[CH:29][CH:28]=1)[C:6]([C:12]1[CH:26]=[CH:25][C:15]([CH2:16][NH:17]C(=O)OC(C)(C)C)=[CH:14][CH:13]=1)=[N:7]2.[OH2:33]. (3) Given the product [CH3:14][C:13]1([CH3:15])[N:9]([CH2:8][C:6]2[CH:5]=[CH:4][N:3]=[C:2]([NH:1][C:30]3[CH:31]=[N:32][CH:33]=[N:34][CH:35]=3)[N:7]=2)[C:10](=[O:28])[N:11]([C:17]2[CH:22]=[CH:21][C:20]([S:23][C:24]([F:27])([F:26])[F:25])=[CH:19][CH:18]=2)[C:12]1=[O:16], predict the reactants needed to synthesize it. The reactants are: [NH2:1][C:2]1[N:7]=[C:6]([CH2:8][N:9]2[C:13]([CH3:15])([CH3:14])[C:12](=[O:16])[N:11]([C:17]3[CH:22]=[CH:21][C:20]([S:23][C:24]([F:27])([F:26])[F:25])=[CH:19][CH:18]=3)[C:10]2=[O:28])[CH:5]=[CH:4][N:3]=1.Br[C:30]1[CH:31]=[N:32][CH:33]=[N:34][CH:35]=1.CC1(C)C2C=CC=C(P(C3C=CC=CC=3)C3C=CC=CC=3)C=2OC2C1=CC=CC=2P(C1C=CC=CC=1)C1C=CC=CC=1.C(=O)([O-])[O-].[Cs+].[Cs+]. (4) Given the product [CH3:1][O:2][C:3](=[O:17])[CH:4]([C@H:5]1[CH2:8][C@H:7]([O:9][CH2:10][C:11]2[CH:12]=[CH:13][CH:14]=[CH:15][CH:16]=2)[CH2:6]1)[CH3:19], predict the reactants needed to synthesize it. The reactants are: [CH3:1][O:2][C:3](=[O:17])[CH2:4][C@H:5]1[CH2:8][C@H:7]([O:9][CH2:10][C:11]2[CH:16]=[CH:15][CH:14]=[CH:13][CH:12]=2)[CH2:6]1.[Li+].[CH3:19]C([N-]C(C)C)C.CCCCCC.IC. (5) Given the product [NH2:16][C:17]1([C:22]2[N:30]=[C:29]([Cl:31])[CH:28]=[CH:27][C:23]=2[C:24]([F:7])=[O:25])[CH2:21][CH2:20][CH2:19][CH2:18]1, predict the reactants needed to synthesize it. The reactants are: N1C=CC=CC=1.[F:7]N1N=C(F)C=C(F)N1.[NH2:16][C:17]1([C:22]2[N:30]=[C:29]([Cl:31])[CH:28]=[CH:27][C:23]=2[C:24](O)=[O:25])[CH2:21][CH2:20][CH2:19][CH2:18]1. (6) Given the product [F:18][C:2]([F:1])([F:17])[C:3]1[CH:8]=[CH:7][C:6]([CH2:9][NH:10][C:32]([NH:31][C:6]2[C:9]3[NH:10][C:23](=[O:29])[O:24][C:25]=3[CH:3]=[CH:4][CH:5]=2)=[O:33])=[C:5]([N:11]2[CH2:16][CH2:15][CH2:14][CH2:13][CH2:12]2)[CH:4]=1, predict the reactants needed to synthesize it. The reactants are: [F:1][C:2]([F:18])([F:17])[C:3]1[CH:8]=[CH:7][C:6]([CH2:9][NH2:10])=[C:5]([N:11]2[CH2:16][CH2:15][CH2:14][CH2:13][CH2:12]2)[CH:4]=1.ClC(Cl)(O[C:23](=[O:29])[O:24][C:25](Cl)(Cl)Cl)Cl.[N-:31]=[C:32]=[O:33].